This data is from Full USPTO retrosynthesis dataset with 1.9M reactions from patents (1976-2016). The task is: Predict the reactants needed to synthesize the given product. (1) Given the product [Cl:1][C:2]1[S:6][C:5]([S:7]([NH:10][CH:11]([CH2:23][OH:24])[CH:12]([CH2:18][C:19]([F:20])([F:22])[F:21])[CH2:13][C:14]([F:16])([F:15])[F:17])(=[O:8])=[O:9])=[CH:4][CH:3]=1, predict the reactants needed to synthesize it. The reactants are: [Cl:1][C:2]1[S:6][C:5]([S:7]([NH:10][CH:11]([C:23](OC)=[O:24])[CH:12]([CH2:18][C:19]([F:22])([F:21])[F:20])[CH2:13][C:14]([F:17])([F:16])[F:15])(=[O:9])=[O:8])=[CH:4][CH:3]=1.[Li+].[BH4-]. (2) The reactants are: [Cl:1][C:2]1[CH:7]=[C:6]([C:8]2[CH:13]=[C:12](Cl)[CH:11]=[CH:10][C:9]=2[O:15][CH3:16])[N:5]=[C:4]([NH2:17])[N:3]=1.ClC1C=C(Cl)N=C(N)N=1.[Br:27]C1C=CC(OC)=C(B(O)O)C=1. Given the product [Cl:1][C:2]1[CH:7]=[C:6]([C:8]2[CH:13]=[C:12]([Br:27])[CH:11]=[CH:10][C:9]=2[O:15][CH3:16])[N:5]=[C:4]([NH2:17])[N:3]=1, predict the reactants needed to synthesize it. (3) Given the product [NH2:11][C:12]1[CH:17]=[C:16]([C:2]2[C:3]([C:4]#[N:5])=[CH:6][CH:7]=[CH:8][CH:9]=2)[CH:15]=[CH:14][CH:13]=1, predict the reactants needed to synthesize it. The reactants are: Br[C:2]1[CH:9]=[CH:8][CH:7]=[CH:6][C:3]=1[C:4]#[N:5].O.[NH2:11][C:12]1[CH:13]=[C:14](B(O)O)[CH:15]=[CH:16][CH:17]=1.